Task: Predict which catalyst facilitates the given reaction.. Dataset: Catalyst prediction with 721,799 reactions and 888 catalyst types from USPTO (1) Reactant: Cl.[CH3:2][CH:3]([NH2:5])[CH3:4].[CH3:6][N:7]1[C@H:11]([CH2:12][O:13][C:14]([C:27]2[CH:32]=[CH:31][CH:30]=[CH:29][CH:28]=2)([C:21]2[CH:26]=[CH:25][CH:24]=[CH:23][CH:22]=2)[C:15]2[CH:20]=[CH:19][CH:18]=[CH:17][CH:16]=2)[CH2:10][CH2:9][C:8]1=[O:33].[Cl-].[NH4+].OS([O-])(=O)=O.[K+]. Product: [CH:3]([NH:5][C:8](=[O:33])[CH2:9][CH2:10][C@H:11]([NH:7][CH3:6])[CH2:12][O:13][C:14]([C:27]1[CH:32]=[CH:31][CH:30]=[CH:29][CH:28]=1)([C:15]1[CH:16]=[CH:17][CH:18]=[CH:19][CH:20]=1)[C:21]1[CH:26]=[CH:25][CH:24]=[CH:23][CH:22]=1)([CH3:4])[CH3:2]. The catalyst class is: 1. (2) Reactant: [CH3:1][CH:2]([CH3:24])[CH2:3][CH2:4][O:5][C:6]1[N:14]=[C:13]2[C:9]([N:10]=[C:11]([O:21][CH3:22])[N:12]2C2CCCCO2)=[C:8]([NH2:23])[N:7]=1.[C:25]([OH:31])([C:27]([F:30])([F:29])[F:28])=[O:26]. Product: [F:28][C:27]([F:30])([F:29])[C:25]([OH:31])=[O:26].[CH3:1][CH:2]([CH3:24])[CH2:3][CH2:4][O:5][C:6]1[N:14]=[C:13]2[C:9]([N:10]=[C:11]([O:21][CH3:22])[NH:12]2)=[C:8]([NH2:23])[N:7]=1. The catalyst class is: 5. (3) Reactant: C(OC(=O)[NH:7][CH2:8][C:9]1[CH:14]=[CH:13][CH:12]=[C:11]([C:15]2[N:16]=[N:17][C:18]([C:21]([F:24])([F:23])[F:22])=[CH:19][CH:20]=2)[CH:10]=1)(C)(C)C.FC(F)(F)C(O)=O. Product: [F:24][C:21]([F:22])([F:23])[C:18]1[N:17]=[N:16][C:15]([C:11]2[CH:10]=[C:9]([CH:14]=[CH:13][CH:12]=2)[CH2:8][NH2:7])=[CH:20][CH:19]=1. The catalyst class is: 2.